The task is: Predict which catalyst facilitates the given reaction.. This data is from Catalyst prediction with 721,799 reactions and 888 catalyst types from USPTO. (1) Reactant: Br[C:2]1[CH:3]=[C:4]([N:8]([CH2:16][C:17]2[CH:22]=[CH:21][CH:20]=[C:19]([O:23][C:24]([F:27])([F:26])[F:25])[CH:18]=2)[CH2:9][CH:10]([OH:15])[C:11]([F:14])([F:13])[F:12])[CH:5]=[CH:6][CH:7]=1.[OH:28][C:29]1[CH:30]=[CH:31][C:32]([CH3:35])=[N:33][CH:34]=1.C([O-])([O-])=O.[Cs+].[Cs+].CC1C=CC(OC2C=C(CC(NCC3C=CC=C(OC(F)(F)F)C=3)(O)C(F)(F)F)C=CC=2)=CN=1. Product: [CH3:35][C:32]1[CH:31]=[CH:30][C:29]([O:28][C:2]2[CH:3]=[C:4]([N:8]([CH2:16][C:17]3[CH:22]=[CH:21][CH:20]=[C:19]([O:23][C:24]([F:27])([F:26])[F:25])[CH:18]=3)[CH2:9][CH:10]([OH:15])[C:11]([F:14])([F:13])[F:12])[CH:5]=[CH:6][CH:7]=2)=[CH:34][N:33]=1. The catalyst class is: 44. (2) Reactant: C([N-]C(C)C)(C)C.[Li+].[Br:9][C:10]1[CH:11]=[N:12][CH:13]=[C:14]([Br:16])[CH:15]=1.[CH:17](OCC)=[O:18]. Product: [Br:16][C:14]1[CH:13]=[N:12][CH:11]=[C:10]([Br:9])[C:15]=1[CH:17]=[O:18]. The catalyst class is: 1. (3) Reactant: [Br:1][C:2]1[CH:3]=[CH:4][C:5]2[N:9]=[C:8]([C@@H:10]([NH:13][C:14](=[O:20])[O:15][C:16]([CH3:19])([CH3:18])[CH3:17])[CH2:11][CH3:12])[NH:7][C:6]=2[CH:21]=1.C(=O)([O-])[O-].[K+].[K+].[CH3:28][O:29][CH2:30]Cl. Product: [Br:1][C:2]1[CH:3]=[CH:4][C:5]2[N:9]=[C:8]([C@@H:10]([NH:13][C:14](=[O:20])[O:15][C:16]([CH3:17])([CH3:19])[CH3:18])[CH2:11][CH3:12])[N:7]([CH2:28][O:29][CH3:30])[C:6]=2[CH:21]=1. The catalyst class is: 42.